The task is: Predict the product of the given reaction.. This data is from Forward reaction prediction with 1.9M reactions from USPTO patents (1976-2016). (1) Given the reactants [CH2:1]([O:5][CH:6]([O:8][NH:9][C:10](=[O:28])[CH2:11][CH2:12][CH2:13][CH2:14][CH2:15][CH2:16][C:17]([NH:19][C:20]1[CH:25]=[CH:24][C:23]([CH2:26][OH:27])=[CH:22][CH:21]=1)=[O:18])[CH3:7])[CH:2]([CH3:4])[CH3:3], predict the reaction product. The product is: [CH2:1]([O:5][CH:6]([O:8][NH:9][C:10](=[O:28])[CH2:11][CH2:12][CH2:13][CH2:14][CH2:15][CH2:16][C:17]([NH:19][C:20]1[CH:21]=[CH:22][C:23]([CH:26]=[O:27])=[CH:24][CH:25]=1)=[O:18])[CH3:7])[CH:2]([CH3:4])[CH3:3]. (2) Given the reactants [CH3:1][Zn]C.[C:4]([C:8]1[C:9]([O:24][CH2:25][CH:26]([F:28])[F:27])=[C:10]([C:18]#[C:19][Si:20]([CH3:23])([CH3:22])[CH3:21])[CH:11]=[C:12]([C:14]([CH3:17])([CH3:16])[CH3:15])[CH:13]=1)([CH3:7])([CH3:6])[CH3:5].[Cl-].[NH4+], predict the reaction product. The product is: [C:4]([C:8]1[C:9]([O:24][CH2:25][CH:26]([F:28])[F:27])=[C:10]([C:18]([CH3:1])=[CH:19][Si:20]([CH3:23])([CH3:22])[CH3:21])[CH:11]=[C:12]([C:14]([CH3:17])([CH3:16])[CH3:15])[CH:13]=1)([CH3:5])([CH3:6])[CH3:7]. (3) Given the reactants [I:1][C:2]1[CH:3]=[C:4]2[C:8](=[CH:9][CH:10]=1)[NH:7][C:6](=[O:11])[C:5]2=O.[NH:13]([C:15]([C:17]1[CH:22]=[CH:21][C:20]([NH:23][C:24](=[O:30])[CH2:25][CH2:26][CH2:27][CH2:28][CH3:29])=[CH:19][CH:18]=1)=[O:16])[NH2:14], predict the reaction product. The product is: [I:1][C:2]1[CH:3]=[C:4]2[C:8](=[CH:9][CH:10]=1)[NH:7][C:6](=[O:11])[C:5]2=[N:14][NH:13][C:15]([C:17]1[CH:22]=[CH:21][C:20]([NH:23][C:24](=[O:30])[CH2:25][CH2:26][CH2:27][CH2:28][CH3:29])=[CH:19][CH:18]=1)=[O:16]. (4) Given the reactants [NH2:1][C:2]1[CH:3]=[CH:4][C:5]([C:8]#[N:9])=[N:6][CH:7]=1.[Br:10][C:11]1[CH:16]=[C:15](Br)[CH:14]=[C:13]([Br:18])[CH:12]=1, predict the reaction product. The product is: [Br:10][C:11]1[CH:16]=[C:15]([NH:1][C:2]2[CH:3]=[CH:4][C:5]([C:8]#[N:9])=[N:6][CH:7]=2)[CH:14]=[C:13]([Br:18])[CH:12]=1.